From a dataset of NCI-60 drug combinations with 297,098 pairs across 59 cell lines. Regression. Given two drug SMILES strings and cell line genomic features, predict the synergy score measuring deviation from expected non-interaction effect. (1) Drug 1: CC(CN1CC(=O)NC(=O)C1)N2CC(=O)NC(=O)C2. Drug 2: C1=NC2=C(N=C(N=C2N1C3C(C(C(O3)CO)O)F)Cl)N. Cell line: NCI-H226. Synergy scores: CSS=11.0, Synergy_ZIP=-6.35, Synergy_Bliss=0.539, Synergy_Loewe=-2.48, Synergy_HSA=1.74. (2) Cell line: SK-MEL-28. Synergy scores: CSS=24.0, Synergy_ZIP=-2.95, Synergy_Bliss=-2.90, Synergy_Loewe=-29.0, Synergy_HSA=-4.00. Drug 1: CN1C(=O)N2C=NC(=C2N=N1)C(=O)N. Drug 2: CC1C(C(CC(O1)OC2CC(CC3=C2C(=C4C(=C3O)C(=O)C5=C(C4=O)C(=CC=C5)OC)O)(C(=O)CO)O)N)O.Cl. (3) Drug 1: CC1=C2C(C(=O)C3(C(CC4C(C3C(C(C2(C)C)(CC1OC(=O)C(C(C5=CC=CC=C5)NC(=O)OC(C)(C)C)O)O)OC(=O)C6=CC=CC=C6)(CO4)OC(=O)C)OC)C)OC. Drug 2: C1=NC2=C(N=C(N=C2N1C3C(C(C(O3)CO)O)O)F)N. Cell line: HT29. Synergy scores: CSS=79.5, Synergy_ZIP=17.7, Synergy_Bliss=16.4, Synergy_Loewe=-21.9, Synergy_HSA=15.7. (4) Drug 1: CN(CC1=CN=C2C(=N1)C(=NC(=N2)N)N)C3=CC=C(C=C3)C(=O)NC(CCC(=O)O)C(=O)O. Drug 2: CC1=CC=C(C=C1)C2=CC(=NN2C3=CC=C(C=C3)S(=O)(=O)N)C(F)(F)F. Cell line: HCT-15. Synergy scores: CSS=35.0, Synergy_ZIP=4.99, Synergy_Bliss=5.27, Synergy_Loewe=-10.9, Synergy_HSA=-10.5. (5) Drug 1: CCC1=CC2CC(C3=C(CN(C2)C1)C4=CC=CC=C4N3)(C5=C(C=C6C(=C5)C78CCN9C7C(C=CC9)(C(C(C8N6C)(C(=O)OC)O)OC(=O)C)CC)OC)C(=O)OC.C(C(C(=O)O)O)(C(=O)O)O. Drug 2: CC(C1=C(C=CC(=C1Cl)F)Cl)OC2=C(N=CC(=C2)C3=CN(N=C3)C4CCNCC4)N. Cell line: HCT116. Synergy scores: CSS=45.7, Synergy_ZIP=-4.28, Synergy_Bliss=-3.19, Synergy_Loewe=-9.93, Synergy_HSA=-2.62. (6) Drug 1: CC1=CC=C(C=C1)C2=CC(=NN2C3=CC=C(C=C3)S(=O)(=O)N)C(F)(F)F. Drug 2: N.N.Cl[Pt+2]Cl. Cell line: DU-145. Synergy scores: CSS=52.7, Synergy_ZIP=3.25, Synergy_Bliss=2.44, Synergy_Loewe=-13.8, Synergy_HSA=1.15. (7) Drug 1: CC1=C2C(C(=O)C3(C(CC4C(C3C(C(C2(C)C)(CC1OC(=O)C(C(C5=CC=CC=C5)NC(=O)C6=CC=CC=C6)O)O)OC(=O)C7=CC=CC=C7)(CO4)OC(=O)C)O)C)OC(=O)C. Drug 2: CC1C(C(CC(O1)OC2CC(CC3=C2C(=C4C(=C3O)C(=O)C5=C(C4=O)C(=CC=C5)OC)O)(C(=O)CO)O)N)O.Cl. Cell line: SF-295. Synergy scores: CSS=26.0, Synergy_ZIP=-6.29, Synergy_Bliss=-4.14, Synergy_Loewe=-3.71, Synergy_HSA=-2.68. (8) Drug 1: COC1=CC(=CC(=C1O)OC)C2C3C(COC3=O)C(C4=CC5=C(C=C24)OCO5)OC6C(C(C7C(O6)COC(O7)C8=CC=CS8)O)O. Drug 2: CN(C)C1=NC(=NC(=N1)N(C)C)N(C)C. Cell line: LOX IMVI. Synergy scores: CSS=47.2, Synergy_ZIP=4.89, Synergy_Bliss=4.56, Synergy_Loewe=-25.2, Synergy_HSA=7.00. (9) Drug 1: C1=C(C(=O)NC(=O)N1)F. Drug 2: C1C(C(OC1N2C=C(C(=O)NC2=O)F)CO)O. Cell line: SK-MEL-2. Synergy scores: CSS=31.3, Synergy_ZIP=-2.70, Synergy_Bliss=-5.78, Synergy_Loewe=-5.09, Synergy_HSA=-4.05.